Predict which catalyst facilitates the given reaction. From a dataset of Catalyst prediction with 721,799 reactions and 888 catalyst types from USPTO. (1) Reactant: [C:1]([O:4][CH2:5][CH2:6][O:7][C:8]1[CH:13]=[CH:12][C:11]([C:14]([N:16]2[C:22]3[CH:23]=[CH:24][CH:25]=[CH:26][C:21]=3[CH2:20][NH:19][C@H:18]([CH3:27])[CH2:17]2)=[O:15])=[C:10]([Cl:28])[CH:9]=1)(=[O:3])[CH3:2].[N:29]([CH2:32][CH2:33][CH3:34])=[C:30]=[O:31]. Product: [C:1]([O:4][CH2:5][CH2:6][O:7][C:8]1[CH:13]=[CH:12][C:11]([C:14]([N:16]2[C:22]3[CH:23]=[CH:24][CH:25]=[CH:26][C:21]=3[CH2:20][N:19]([C:30](=[O:31])[NH:29][CH2:32][CH2:33][CH3:34])[C@H:18]([CH3:27])[CH2:17]2)=[O:15])=[C:10]([Cl:28])[CH:9]=1)(=[O:3])[CH3:2]. The catalyst class is: 4. (2) Reactant: Cl[C:2]1[N:7]=[C:6]([NH:8][CH:9]2[CH2:11][CH2:10]2)[N:5]=[C:4]([S:12][CH2:13][C:14]([NH2:16])=[O:15])[C:3]=1[C:17]#[N:18].[NH2:19][C:20]1[CH:25]=[CH:24][CH:23]=[CH:22][CH:21]=1.CN(C=O)C.C[O-].[Na+]. Product: [NH2:18][C:17]1[C:3]2[C:2]([NH:19][C:20]3[CH:25]=[CH:24][CH:23]=[CH:22][CH:21]=3)=[N:7][C:6]([NH:8][CH:9]3[CH2:11][CH2:10]3)=[N:5][C:4]=2[S:12][C:13]=1[C:14]([NH2:16])=[O:15]. The catalyst class is: 8. (3) Reactant: [ClH:1].[CH3:2][N:3]([CH2:11][CH2:12][N:13]1[CH2:18][CH2:17][C:16]([C:24]2[CH:29]=[CH:28][CH:27]=[CH:26][CH:25]=2)([N:19]2[CH2:23][CH2:22][CH2:21][CH2:20]2)[CH2:15][CH2:14]1)[C:4](=[O:10])[O:5][C:6]([CH3:9])([CH3:8])[CH3:7].CO.C(Cl)(Cl)[Cl:33]. Product: [ClH:33].[ClH:1].[ClH:33].[CH3:2][N:3]([CH2:11][CH2:12][N:13]1[CH2:14][CH2:15][C:16]([C:24]2[CH:29]=[CH:28][CH:27]=[CH:26][CH:25]=2)([N:19]2[CH2:23][CH2:22][CH2:21][CH2:20]2)[CH2:17][CH2:18]1)[C:4](=[O:10])[O:5][C:6]([CH3:9])([CH3:7])[CH3:8]. The catalyst class is: 22. (4) Reactant: [Br:1][C:2]1[CH:13]=[CH:12][C:5]2[O:6][CH2:7][CH2:8][CH2:9][C:10](=[O:11])[C:4]=2[CH:3]=1.C(N(CC)CC)C.[C:21]([Si:25]([CH3:34])([CH3:33])S(C(F)(F)F)(=O)=O)([CH3:24])([CH3:23])[CH3:22]. Product: [Br:1][C:2]1[CH:13]=[CH:12][C:5]2[O:6][CH2:7][CH2:8][CH:9]=[C:10]([O:11][Si:25]([C:21]([CH3:24])([CH3:23])[CH3:22])([CH3:34])[CH3:33])[C:4]=2[CH:3]=1. The catalyst class is: 2. (5) Reactant: [Cl:1][C:2]1[CH:7]=[CH:6][C:5]([C:8]2[CH:13]=[CH:12][C:11]([C:14]([F:17])([F:16])[F:15])=[C:10]([CH:18]=[C:19]3[C:23]([CH3:25])([CH3:24])[O:22][C:21]([CH3:27])([CH3:26])[C:20]3=[O:28])[CH:9]=2)=[CH:4][CH:3]=1.[OH:29]O.[OH-].[Li+]. Product: [Cl:1][C:2]1[CH:3]=[CH:4][C:5]([C:8]2[CH:13]=[CH:12][C:11]([C:14]([F:16])([F:17])[F:15])=[C:10]([CH:18]3[C:19]4([C:20](=[O:28])[C:21]([CH3:27])([CH3:26])[O:22][C:23]4([CH3:24])[CH3:25])[O:29]3)[CH:9]=2)=[CH:6][CH:7]=1. The catalyst class is: 5. (6) Reactant: [Cl:1][C:2]1[CH:3]=[C:4]([CH:12]([CH2:25][C@H:26]2[CH2:46][CH2:45][C:28]3([O:32][C@H:31]([C:33]4[CH:38]=[CH:37][CH:36]=[CH:35][CH:34]=4)[C@@H:30]([C:39]4[CH:44]=[CH:43][CH:42]=[CH:41][CH:40]=4)[O:29]3)[CH2:27]2)[C:13](=O)[CH2:14][CH2:15][C:16]([C:18]2[CH:23]=[CH:22][CH:21]=[CH:20][N:19]=2)=O)[CH:5]=[CH:6][C:7]=1[S:8]([CH3:11])(=[O:10])=[O:9].C([O-])(=O)C.[NH4+:51].C(=O)([O-])O.[Na+]. Product: [Cl:1][C:2]1[CH:3]=[C:4]([CH:12]([C:13]2[NH:51][C:16]([C:18]3[CH:23]=[CH:22][CH:21]=[CH:20][N:19]=3)=[CH:15][CH:14]=2)[CH2:25][C@H:26]2[CH2:46][CH2:45][C:28]3([O:29][C@H:30]([C:39]4[CH:40]=[CH:41][CH:42]=[CH:43][CH:44]=4)[C@@H:31]([C:33]4[CH:34]=[CH:35][CH:36]=[CH:37][CH:38]=4)[O:32]3)[CH2:27]2)[CH:5]=[CH:6][C:7]=1[S:8]([CH3:11])(=[O:10])=[O:9]. The catalyst class is: 342.